From a dataset of Full USPTO retrosynthesis dataset with 1.9M reactions from patents (1976-2016). Predict the reactants needed to synthesize the given product. (1) The reactants are: [CH3:1][O:2][C:3](=[O:14])[C:4]1[CH:9]=[CH:8][C:7]([N+:10]([O-:12])=[O:11])=[C:6](F)[CH:5]=1.[N:15]1([CH2:20][CH2:21][NH2:22])[CH2:19][CH2:18][CH2:17][CH2:16]1. Given the product [CH3:1][O:2][C:3](=[O:14])[C:4]1[CH:9]=[CH:8][C:7]([N+:10]([O-:12])=[O:11])=[C:6]([NH:22][CH2:21][CH2:20][N:15]2[CH2:19][CH2:18][CH2:17][CH2:16]2)[CH:5]=1, predict the reactants needed to synthesize it. (2) Given the product [Si:1]([O:8][C@@H:9]1[CH2:10][CH2:11][C@H:12]([C:15]([OH:51])([CH:26]([C@H:37]2[CH2:38][CH2:39][C@@H:40]([O:43][Si:44]([C:47]([CH3:50])([CH3:49])[CH3:48])([CH3:45])[CH3:46])[CH2:41][CH2:42]2)[C:27]([OH:29])=[O:28])[C:16]([OH:18])=[O:17])[CH2:13][CH2:14]1)([C:4]([CH3:6])([CH3:5])[CH3:7])([CH3:3])[CH3:2], predict the reactants needed to synthesize it. The reactants are: [Si:1]([O:8][C@@H:9]1[CH2:14][CH2:13][C@H:12]([C:15]([OH:51])([CH:26]([C@H:37]2[CH2:42][CH2:41][C@@H:40]([O:43][Si:44]([C:47]([CH3:50])([CH3:49])[CH3:48])([CH3:46])[CH3:45])[CH2:39][CH2:38]2)[C:27]([O:29]CC2C=CC=CC=2)=[O:28])[C:16]([O:18]CC2C=CC=CC=2)=[O:17])[CH2:11][CH2:10]1)([C:4]([CH3:7])([CH3:6])[CH3:5])([CH3:3])[CH3:2].[H][H]. (3) Given the product [C:25]([C:7]1[CH:8]=[C:9]([C:19]([O:21][CH3:22])=[O:20])[CH:10]=[C:11]([C:13]2[CH:18]=[CH:17][CH:16]=[CH:15][CH:14]=2)[CH:12]=1)#[N:26], predict the reactants needed to synthesize it. The reactants are: FC(F)(F)S(O[C:7]1[CH:8]=[C:9]([C:19]([O:21][CH3:22])=[O:20])[CH:10]=[C:11]([C:13]2[CH:18]=[CH:17][CH:16]=[CH:15][CH:14]=2)[CH:12]=1)(=O)=O.[CH3:25][N:26](C=O)C. (4) Given the product [NH2:14][C:11]1[CH:10]=[CH:9][C:8]([C:2]([CH3:7])([CH3:1])[C:3]([O:5][CH3:6])=[O:4])=[CH:13][CH:12]=1, predict the reactants needed to synthesize it. The reactants are: [CH3:1][C:2]([C:8]1[CH:13]=[CH:12][C:11]([N+:14]([O-])=O)=[CH:10][CH:9]=1)([CH3:7])[C:3]([O:5][CH3:6])=[O:4].[H][H]. (5) Given the product [NH2:1][C:4]1[CH:11]=[CH:10][C:9]([N:12]2[CH2:17][CH2:16][O:15][CH2:14][C:13]2=[O:18])=[CH:8][C:5]=1[C:6]#[N:7], predict the reactants needed to synthesize it. The reactants are: [N+:1]([C:4]1[CH:11]=[CH:10][C:9]([N:12]2[CH2:17][CH2:16][O:15][CH2:14][C:13]2=[O:18])=[CH:8][C:5]=1[C:6]#[N:7])([O-])=O. (6) Given the product [CH3:44][CH2:45][CH:1]([C:16]1[CH:21]=[CH:20][C:19]([O:26][C:23]2[CH:32]=[CH:39][CH:38]=[C:35]([C:36]#[N:37])[C:34]=2[C:40]#[N:41])=[CH:18][CH:17]=1)[CH2:2][CH2:3][CH2:4][CH2:5][CH2:6][CH2:7][CH2:8][CH2:9][CH2:10][CH2:11][CH2:12][CH3:13], predict the reactants needed to synthesize it. The reactants are: [CH2:1]([C:16]1[CH:17]=[C:18](O)[CH:19]=[CH:20][CH:21]=1)[CH2:2][CH2:3][CH2:4][CH2:5][CH2:6][CH2:7][CH2:8][CH2:9][CH2:10][CH2:11][CH2:12][CH2:13]CC.[C:23](=[O:26])([O-])[O-].[K+].[K+].[N+]([C:32]1C=[C:34]([C:40]#[N:41])[C:35](=[CH:38][CH:39]=1)[C:36]#[N:37])([O-])=O.CN1CC[CH2:45][C:44]1=O. (7) Given the product [CH3:1][C:2]1([CH3:18])[O:6][C@@H:5]([C@H:7]2[O:11][C@@H:10]3[O:12][C:13]([CH3:16])([CH3:15])[O:14][C@@H:9]3[C@@H:8]2[OH:17])[CH2:4][O:3]1, predict the reactants needed to synthesize it. The reactants are: [CH3:1][C:2]1([CH3:18])[O:6][C@@H:5]([C@H:7]2[O:11][C@@H:10]3[O:12][C:13]([CH3:16])([CH3:15])[O:14][C@@H:9]3[C@H:8]2[OH:17])[CH2:4][O:3]1.CC(OC(C)=O)=O.C(Cl)Cl.[BH4-].[Na+].